From a dataset of Catalyst prediction with 721,799 reactions and 888 catalyst types from USPTO. Predict which catalyst facilitates the given reaction. (1) Reactant: [C:1]([O:4][CH:5]([C:7]#[C:8][C:9]1[CH:14]=[C:13]([F:15])[CH:12]=[CH:11][C:10]=1/[CH:16]=[N:17]/[OH:18])[CH3:6])(=[O:3])[CH3:2].C1C(=O)N([Br:26])C(=O)C1. Product: [C:1]([O:4][CH:5]([C:7]1[N+:17]([O-:18])=[CH:16][C:10]2[C:9]([C:8]=1[Br:26])=[CH:14][C:13]([F:15])=[CH:12][CH:11]=2)[CH3:6])(=[O:3])[CH3:2]. The catalyst class is: 2. (2) Reactant: [Br:1][C:2]1[CH:7]=[CH:6][CH:5]=[CH:4][CH:3]=1.[CH3:8][C:9]1([CH3:16])[CH2:13][C:12](=[O:14])[O:11][C:10]1=[O:15].[Cl-].[Cl-].[Cl-].[Al+3]. Product: [Br:1][C:2]1[CH:7]=[CH:6][C:5]([C:12](=[O:14])[CH2:13][C:9]([CH3:16])([CH3:8])[C:10]([OH:15])=[O:11])=[CH:4][CH:3]=1. The catalyst class is: 68. (3) The catalyst class is: 2. Product: [N:39]1[N:40]([C:44]2[CH:52]=[CH:51][CH:50]=[CH:49][C:45]=2[C:46]([NH:36][CH:32]2[CH2:33][CH2:34][CH2:35][CH:31]2[CH2:30][C:26]2[CH:25]=[C:24]([C:23]([F:22])([F:37])[F:38])[CH:29]=[CH:28][N:27]=2)=[O:47])[N:41]=[CH:42][CH:43]=1. Reactant: C(N(CC)CC)C.N1C2C(=NC=CC=2)N(O)N=1.C(Cl)CCl.[F:22][C:23]([F:38])([F:37])[C:24]1[CH:29]=[CH:28][N:27]=[C:26]([CH2:30][CH:31]2[CH2:35][CH2:34][CH2:33][CH:32]2[NH2:36])[CH:25]=1.[N:39]1[N:40]([C:44]2[CH:52]=[CH:51][CH:50]=[CH:49][C:45]=2[C:46](O)=[O:47])[N:41]=[CH:42][CH:43]=1. (4) Reactant: [CH2:1]([S:3]([N:6]1[CH2:11][CH2:10][CH:9]([C:12]2[C:20]3[C:15](=[C:16]([C:29]([NH2:31])=[O:30])[CH:17]=[C:18]([C:21]4[CH:26]=[CH:25][CH:24]=[C:23]([CH:27]=O)[CH:22]=4)[CH:19]=3)[NH:14][CH:13]=2)[CH2:8][CH2:7]1)(=[O:5])=[O:4])[CH3:2].[F:32][C:33]([F:37])([F:36])[CH2:34][NH2:35].[BH4-].[Na+].[CH3:40][OH:41]. Product: [F:32][C:33]([F:37])([F:36])[C:40]([OH:4])=[O:41].[CH2:1]([S:3]([N:6]1[CH2:7][CH2:8][CH:9]([C:12]2[C:20]3[C:15](=[C:16]([C:29]([NH2:31])=[O:30])[CH:17]=[C:18]([C:21]4[CH:26]=[CH:25][CH:24]=[C:23]([CH2:27][NH:35][CH2:34][C:33]([F:37])([F:36])[F:32])[CH:22]=4)[CH:19]=3)[NH:14][CH:13]=2)[CH2:10][CH2:11]1)(=[O:4])=[O:5])[CH3:2]. The catalyst class is: 411.